Dataset: Catalyst prediction with 721,799 reactions and 888 catalyst types from USPTO. Task: Predict which catalyst facilitates the given reaction. (1) Reactant: [C:1]([O:5][CH:6]([C:11]1[C:16]([C:17]([F:20])([F:19])[F:18])=[CH:15][CH:14]=[C:13]([C:21]2[CH:26]=[CH:25][N:24]=[CH:23][CH:22]=2)[C:12]=1[C:27]1[CH:28]=[CH:29][C:30]2[O:35][CH2:34][CH2:33][CH2:32][C:31]=2[CH:36]=1)[C:7]([O:9]C)=[O:8])([CH3:4])([CH3:3])[CH3:2].[OH-].[Li+]. Product: [C:1]([O:5][CH:6]([C:11]1[C:16]([C:17]([F:19])([F:18])[F:20])=[CH:15][CH:14]=[C:13]([C:21]2[CH:22]=[CH:23][N:24]=[CH:25][CH:26]=2)[C:12]=1[C:27]1[CH:28]=[CH:29][C:30]2[O:35][CH2:34][CH2:33][CH2:32][C:31]=2[CH:36]=1)[C:7]([OH:9])=[O:8])([CH3:4])([CH3:2])[CH3:3]. The catalyst class is: 38. (2) Reactant: [CH3:1][O:2][C:3]1[CH:4]=[C:5]([C:9]2[O:13][N:12]=[CH:11][C:10]=2[C:14]([OH:16])=O)[CH:6]=[CH:7][CH:8]=1.[C:17]1([CH:23]2[CH2:27][CH2:26][NH:25][CH2:24]2)[CH:22]=[CH:21][CH:20]=[CH:19][CH:18]=1.F[B-](F)(F)F.N1(OC(N(C)C)=[N+](C)C)C2C=CC=CC=2N=N1.C(N(C(C)C)CC)(C)C. Product: [CH3:1][O:2][C:3]1[CH:4]=[C:5]([C:9]2[O:13][N:12]=[CH:11][C:10]=2[C:14]([N:25]2[CH2:26][CH2:27][CH:23]([C:17]3[CH:22]=[CH:21][CH:20]=[CH:19][CH:18]=3)[CH2:24]2)=[O:16])[CH:6]=[CH:7][CH:8]=1. The catalyst class is: 9.